This data is from Peptide-MHC class I binding affinity with 185,985 pairs from IEDB/IMGT. The task is: Regression. Given a peptide amino acid sequence and an MHC pseudo amino acid sequence, predict their binding affinity value. This is MHC class I binding data. (1) The peptide sequence is AELEAFLMAL. The MHC is Mamu-B01 with pseudo-sequence Mamu-B01. The binding affinity (normalized) is 0.129. (2) The peptide sequence is MSLSEQLRK. The MHC is HLA-A68:01 with pseudo-sequence HLA-A68:01. The binding affinity (normalized) is 0.526. (3) The peptide sequence is KKNHWFILK. The MHC is HLA-A02:03 with pseudo-sequence HLA-A02:03. The binding affinity (normalized) is 0.0847. (4) The peptide sequence is QYLYGVGSSIA. The MHC is Patr-A0901 with pseudo-sequence Patr-A0901. The binding affinity (normalized) is 0.0863. (5) The peptide sequence is PFWITAIYVF. The MHC is HLA-A23:01 with pseudo-sequence HLA-A23:01. The binding affinity (normalized) is 1.00.